This data is from Reaction yield outcomes from USPTO patents with 853,638 reactions. The task is: Predict the reaction yield, written as a fraction of the theoretical maximum amount of product (1.0 means a 100% yield; for example, 0.34 means a 34% yield). (1) The reactants are [Br:1][C:2]1[CH:3]=[C:4]([CH:8]=[C:9]([OH:11])[CH:10]=1)[C:5]([OH:7])=[O:6].[CH3:12]C1C=CC(S(O)(=O)=O)=CC=1.C([O-])(O)=O.[Na+]. The catalyst is CO. The product is [Br:1][C:2]1[CH:3]=[C:4]([CH:8]=[C:9]([OH:11])[CH:10]=1)[C:5]([O:7][CH3:12])=[O:6]. The yield is 0.730. (2) The product is [Br:20][C:21]1[CH:22]=[C:23]([C:5]2[CH:6]=[CH:7][C:8]3[C:9]4[C:14]([C:15]5[C:16]=3[C:4]=2[CH:3]=[CH:2][CH:1]=5)=[CH:13][CH:12]=[CH:11][CH:10]=4)[CH:24]=[CH:25][CH:26]=1. The reactants are [CH:1]1[C:15]2=[C:16]3[C:8]([C:9]4[C:14]2=[CH:13][CH:12]=[CH:11][CH:10]=4)=[CH:7][CH:6]=[CH:5][C:4]3=[C:3](B(O)O)[CH:2]=1.[Br:20][C:21]1[CH:22]=[C:23](I)[CH:24]=[CH:25][CH:26]=1.C1(C)C=CC=CC=1.C(=O)([O-])[O-].[Na+].[Na+]. The catalyst is C1C=CC([P]([Pd]([P](C2C=CC=CC=2)(C2C=CC=CC=2)C2C=CC=CC=2)([P](C2C=CC=CC=2)(C2C=CC=CC=2)C2C=CC=CC=2)[P](C2C=CC=CC=2)(C2C=CC=CC=2)C2C=CC=CC=2)(C2C=CC=CC=2)C2C=CC=CC=2)=CC=1.CO.O.C(COC)OC. The yield is 0.704.